From a dataset of Peptide-MHC class II binding affinity with 134,281 pairs from IEDB. Regression. Given a peptide amino acid sequence and an MHC pseudo amino acid sequence, predict their binding affinity value. This is MHC class II binding data. (1) The peptide sequence is CSCRDQSEAQLALTI. The MHC is DRB1_0301 with pseudo-sequence DRB1_0301. The binding affinity (normalized) is 0.274. (2) The peptide sequence is RLSTYKVEFTGDLVV. The MHC is DRB1_0101 with pseudo-sequence DRB1_0101. The binding affinity (normalized) is 0.914. (3) The peptide sequence is TILIDSGIVCPGLPL. The MHC is DRB1_0101 with pseudo-sequence DRB1_0101. The binding affinity (normalized) is 0.369. (4) The peptide sequence is MKNIFMLTLFILIIT. The MHC is DRB1_1602 with pseudo-sequence DRB1_1602. The binding affinity (normalized) is 0.186. (5) The peptide sequence is EKKYFAATQFEPLAM. The binding affinity (normalized) is 0.227. The MHC is HLA-DQA10401-DQB10402 with pseudo-sequence HLA-DQA10401-DQB10402. (6) The binding affinity (normalized) is 0. The MHC is DRB1_1501 with pseudo-sequence DRB1_1501. The peptide sequence is KPLEDKILVQAGEAE. (7) The peptide sequence is VKEEGKEELQEIPTM. The MHC is HLA-DQA10201-DQB10301 with pseudo-sequence HLA-DQA10201-DQB10301. The binding affinity (normalized) is 0.291.